From a dataset of Reaction yield outcomes from USPTO patents with 853,638 reactions. Predict the reaction yield, written as a fraction of the theoretical maximum amount of product (1.0 means a 100% yield; for example, 0.34 means a 34% yield). The reactants are C(OC([N:8]1[CH2:11][CH:10]([C:12]2[C:17]([C:18]3[CH:23]=[CH:22][CH:21]=[C:20]([O:24][CH3:25])[CH:19]=3)=[N:16][CH:15]=[CH:14][N:13]=2)[CH2:9]1)=O)(C)(C)C.[ClH:26].CO. No catalyst specified. The product is [ClH:26].[NH:8]1[CH2:11][CH:10]([C:12]2[C:17]([C:18]3[CH:23]=[CH:22][CH:21]=[C:20]([O:24][CH3:25])[CH:19]=3)=[N:16][CH:15]=[CH:14][N:13]=2)[CH2:9]1. The yield is 0.992.